Predict which catalyst facilitates the given reaction. From a dataset of Catalyst prediction with 721,799 reactions and 888 catalyst types from USPTO. (1) Reactant: [CH3:1][N:2]1[C:16]2[C:11](=[CH:12][CH:13]=[CH:14][CH:15]=2)[C:4]([CH2:5][C@@H:6]([C:8]([OH:10])=[O:9])[NH2:7])=[CH:3]1.[C:17](=[O:20])([O-])O.[Na+].O. Product: [CH3:1][N:2]1[C:16]2[C:11](=[CH:12][CH:13]=[CH:14][CH:15]=2)[C:4]([CH2:5][C@@H:6]([C:8]([OH:10])=[O:9])[NH:7][C:17](=[O:20])[CH:3]=[CH:4][C:11]2[CH:16]=[CH:15][CH:14]=[CH:13][CH:12]=2)=[CH:3]1. The catalyst class is: 12. (2) Reactant: [C:9](O[C:9]([O:11][C:12]([CH3:15])([CH3:14])[CH3:13])=[O:10])([O:11][C:12]([CH3:15])([CH3:14])[CH3:13])=[O:10].[CH2:16]([O:23][C:24](=[O:43])[CH2:25][NH:26][CH2:27][CH2:28][CH2:29][CH2:30][CH2:31][O:32][C:33]1[CH:42]=[CH:41][C:36]([C:37]([O:39][CH3:40])=[O:38])=[CH:35][CH:34]=1)[C:17]1[CH:22]=[CH:21][CH:20]=[CH:19][CH:18]=1. Product: [CH2:16]([O:23][C:24](=[O:43])[CH2:25][N:26]([C:9]([O:11][C:12]([CH3:13])([CH3:14])[CH3:15])=[O:10])[CH2:27][CH2:28][CH2:29][CH2:30][CH2:31][O:32][C:33]1[CH:34]=[CH:35][C:36]([C:37]([O:39][CH3:40])=[O:38])=[CH:41][CH:42]=1)[C:17]1[CH:22]=[CH:21][CH:20]=[CH:19][CH:18]=1. The catalyst class is: 56. (3) Reactant: [Br:1][C:2]1[S:6][C:5]([C:7]([OH:9])=O)=[CH:4][CH:3]=1.[NH2:10][C:11]([CH3:29])([CH3:28])[C:12]([NH:14][C:15]1[CH:20]=[CH:19][C:18]([N:21]2[CH:25]([CH3:26])[CH2:24][CH2:23][CH:22]2[CH3:27])=[CH:17][CH:16]=1)=[O:13].CN(C(ON1N=NC2C=CC=CC1=2)=[N+](C)C)C.[B-](F)(F)(F)F.CN1CCOCC1. Product: [CH3:26][CH:25]1[CH2:24][CH2:23][CH:22]([CH3:27])[N:21]1[C:18]1[CH:19]=[CH:20][C:15]([NH:14][C:12]([C:11]([NH:10][C:7]([C:5]2[S:6][C:2]([Br:1])=[CH:3][CH:4]=2)=[O:9])([CH3:28])[CH3:29])=[O:13])=[CH:16][CH:17]=1. The catalyst class is: 3. (4) Reactant: [C:1]([CH2:4][CH2:5][C:6]([N+:17]([O-:19])=[O:18])([CH2:12][CH2:13][C:14]([OH:16])=[O:15])[CH2:7][CH2:8][C:9]([OH:11])=[O:10])([OH:3])=[O:2].C(=O)([O-])[O-].[Cs+].[Cs+].[CH2:26](Br)[C:27]1[CH:32]=[CH:31][CH:30]=[CH:29][CH:28]=1. Product: [CH2:26]([O:10][C:9]([CH2:8][CH2:7][C:6]([CH2:5][CH2:4][C:1]([O:3][CH2:26][C:27]1[CH:32]=[CH:31][CH:30]=[CH:29][CH:28]=1)=[O:2])([N+:17]([O-:19])=[O:18])[CH2:12][CH2:13][C:14]([O:16][CH2:26][C:27]1[CH:32]=[CH:31][CH:30]=[CH:29][CH:28]=1)=[O:15])=[O:11])[C:27]1[CH:32]=[CH:31][CH:30]=[CH:29][CH:28]=1. The catalyst class is: 10. (5) Reactant: [Cl:1][C:2]1[C:6]([C:7]([O:9][CH2:10][CH3:11])=[O:8])=[C:5]([CH3:12])[S:4][C:3]=1C(O)=O.Cl. Product: [Cl:1][C:2]1[C:6]([C:7]([O:9][CH2:10][CH3:11])=[O:8])=[C:5]([CH3:12])[S:4][CH:3]=1. The catalyst class is: 52. (6) Reactant: [BH4-].[Na+].[CH3:3][CH:4]1[CH2:12][C:11]2[C:6](=[C:7]([CH3:25])[C:8]([CH3:24])=[C:9]([CH3:23])[C:10]=2[C:13]2[CH:18]=[CH:17][C:16]([C:19]([CH3:22])([CH3:21])[CH3:20])=[CH:15][CH:14]=2)[C:5]1=O.C1(C)C=CC=CC=1.S(=O)(=O)(O)O. Product: [CH3:3][C:4]1[CH2:5][C:6]2[C:11]([CH:12]=1)=[C:10]([C:13]1[CH:14]=[CH:15][C:16]([C:19]([CH3:20])([CH3:21])[CH3:22])=[CH:17][CH:18]=1)[C:9]([CH3:23])=[C:8]([CH3:24])[C:7]=2[CH3:25]. The catalyst class is: 5.